Regression. Given a peptide amino acid sequence and an MHC pseudo amino acid sequence, predict their binding affinity value. This is MHC class II binding data. From a dataset of Peptide-MHC class II binding affinity with 134,281 pairs from IEDB. The peptide sequence is TEDQAMEDIKQMEAESIS. The MHC is HLA-DQA10401-DQB10402 with pseudo-sequence HLA-DQA10401-DQB10402. The binding affinity (normalized) is 0.507.